From a dataset of Forward reaction prediction with 1.9M reactions from USPTO patents (1976-2016). Predict the product of the given reaction. (1) Given the reactants CO[C:3](=O)[CH2:4][C:5]1[CH:14]=[CH:13][CH:12]=[C:11]2[C:6]=1[CH:7]=[CH:8][C:9]([O:15][CH2:16][C:17]1[CH:22]=[CH:21][CH:20]=[CH:19][CH:18]=1)=[N:10]2.[H-].[Al+3].[Li+].[H-].[H-].[H-].CC[O:32]CC, predict the reaction product. The product is: [CH2:16]([O:15][C:9]1[CH:8]=[CH:7][C:6]2[C:11](=[CH:12][CH:13]=[CH:14][C:5]=2[CH:4]([OH:32])[CH3:3])[N:10]=1)[C:17]1[CH:22]=[CH:21][CH:20]=[CH:19][CH:18]=1. (2) Given the reactants [F:1][C:2]1[CH:36]=[CH:35][C:5]([CH2:6][O:7][C:8]2[CH:13]=[CH:12][N:11]([CH2:14][CH2:15][C:16]3[CH:21]=[CH:20][C:19]([CH:22]4[CH2:26][CH2:25][CH2:24][N:23]4C(OC(C)(C)C)=O)=[CH:18][CH:17]=3)[C:10](=[O:34])[CH:9]=2)=[CH:4][CH:3]=1.[CH3:37][C:38]([CH3:40])=O, predict the reaction product. The product is: [F:1][C:2]1[CH:36]=[CH:35][C:5]([CH2:6][O:7][C:8]2[CH:13]=[CH:12][N:11]([CH2:14][CH2:15][C:16]3[CH:21]=[CH:20][C:19]([CH:22]4[CH2:26][CH2:25][CH2:24][N:23]4[CH:38]([CH3:40])[CH3:37])=[CH:18][CH:17]=3)[C:10](=[O:34])[CH:9]=2)=[CH:4][CH:3]=1. (3) Given the reactants [Cl:1][C:2]1[CH:8]=[CH:7][C:5]([NH2:6])=[CH:4][C:3]=1[C:9]1[CH:14]=[CH:13][CH:12]=[CH:11][N:10]=1.[Cl:15][C:16]1[CH:24]=[C:23]([C:25](=[O:29])[N:26]([CH3:28])[CH3:27])[CH:22]=[CH:21][C:17]=1[C:18](O)=[O:19], predict the reaction product. The product is: [Cl:15][C:16]1[CH:24]=[C:23]([C:25]([N:26]([CH3:28])[CH3:27])=[O:29])[CH:22]=[CH:21][C:17]=1[C:18]([NH:6][C:5]1[CH:7]=[CH:8][C:2]([Cl:1])=[C:3]([C:9]2[CH:14]=[CH:13][CH:12]=[CH:11][N:10]=2)[CH:4]=1)=[O:19]. (4) Given the reactants [CH2:1]([O:8][C:9]([N:11]1[CH2:16][CH2:15][CH:14]([CH3:17])[CH:13]([C:18]([OH:20])=O)[CH2:12]1)=[O:10])[C:2]1[CH:7]=[CH:6][CH:5]=[CH:4][CH:3]=1.C(Cl)(=O)C([Cl:24])=O.CN(C=O)C, predict the reaction product. The product is: [Cl:24][C:18]([CH:13]1[CH:14]([CH3:17])[CH2:15][CH2:16][N:11]([C:9]([O:8][CH2:1][C:2]2[CH:7]=[CH:6][CH:5]=[CH:4][CH:3]=2)=[O:10])[CH2:12]1)=[O:20].